Task: Regression. Given two drug SMILES strings and cell line genomic features, predict the synergy score measuring deviation from expected non-interaction effect.. Dataset: NCI-60 drug combinations with 297,098 pairs across 59 cell lines (1) Drug 2: CC1=C(C(=O)C2=C(C1=O)N3CC4C(C3(C2COC(=O)N)OC)N4)N. Drug 1: C#CCC(CC1=CN=C2C(=N1)C(=NC(=N2)N)N)C3=CC=C(C=C3)C(=O)NC(CCC(=O)O)C(=O)O. Cell line: HCT-15. Synergy scores: CSS=31.9, Synergy_ZIP=-1.72, Synergy_Bliss=-2.13, Synergy_Loewe=-8.13, Synergy_HSA=-8.12. (2) Drug 1: CN(CCCl)CCCl.Cl. Drug 2: CN(C(=O)NC(C=O)C(C(C(CO)O)O)O)N=O. Cell line: MOLT-4. Synergy scores: CSS=36.3, Synergy_ZIP=-0.962, Synergy_Bliss=1.74, Synergy_Loewe=-57.9, Synergy_HSA=0.794. (3) Drug 1: CN(C)N=NC1=C(NC=N1)C(=O)N. Drug 2: C#CCC(CC1=CN=C2C(=N1)C(=NC(=N2)N)N)C3=CC=C(C=C3)C(=O)NC(CCC(=O)O)C(=O)O. Cell line: SK-OV-3. Synergy scores: CSS=2.74, Synergy_ZIP=-2.81, Synergy_Bliss=-2.66, Synergy_Loewe=-6.05, Synergy_HSA=-2.85. (4) Synergy scores: CSS=44.7, Synergy_ZIP=7.40, Synergy_Bliss=7.10, Synergy_Loewe=11.2, Synergy_HSA=12.0. Drug 1: C1=C(C(=O)NC(=O)N1)F. Cell line: NCI-H322M. Drug 2: CC1CCC2CC(C(=CC=CC=CC(CC(C(=O)C(C(C(=CC(C(=O)CC(OC(=O)C3CCCCN3C(=O)C(=O)C1(O2)O)C(C)CC4CCC(C(C4)OC)OCCO)C)C)O)OC)C)C)C)OC.